Dataset: Catalyst prediction with 721,799 reactions and 888 catalyst types from USPTO. Task: Predict which catalyst facilitates the given reaction. Reactant: [Br:1][C:2]1[CH:7]=[CH:6][C:5]([NH:8]C(=O)C)=[C:4]([N+:12]([O-:14])=[O:13])[CH:3]=1.O.[OH-].[K+]. Product: [Br:1][C:2]1[CH:7]=[CH:6][C:5]([NH2:8])=[C:4]([N+:12]([O-:14])=[O:13])[CH:3]=1. The catalyst class is: 5.